Dataset: Catalyst prediction with 721,799 reactions and 888 catalyst types from USPTO. Task: Predict which catalyst facilitates the given reaction. (1) Reactant: Cl.[NH2:2][CH2:3][C:4]1[CH:9]=[C:8]([F:10])[C:7]([NH:11][S:12]([CH3:15])(=[O:14])=[O:13])=[C:6]([C:16]#[CH:17])[CH:5]=1.C(N(CC)CC)C.[Br:25][C:26]1[N:31]=[CH:30][C:29]([CH:32]=[CH:33][C:34](O)=[O:35])=[CH:28][CH:27]=1.C[N+]1(C2N=C(OC)N=C(OC)N=2)CCOCC1.[Cl-]. Product: [Br:25][C:26]1[N:31]=[CH:30][C:29]([CH:32]=[CH:33][C:34]([NH:2][CH2:3][C:4]2[CH:9]=[C:8]([F:10])[C:7]([NH:11][S:12]([CH3:15])(=[O:14])=[O:13])=[C:6]([C:16]#[CH:17])[CH:5]=2)=[O:35])=[CH:28][CH:27]=1. The catalyst class is: 49. (2) Reactant: C[O:2][C:3]1[CH:25]=[CH:24][C:6]([CH2:7][C:8]2[C:17]3[C:12](=[CH:13][CH:14]=[CH:15][CH:16]=3)[C:11]([C:18]3[CH:23]=[CH:22][CH:21]=[CH:20][CH:19]=3)=[N:10][N:9]=2)=[CH:5][CH:4]=1.C(O)(=O)C.Br. Product: [C:18]1([C:11]2[C:12]3[C:17](=[CH:16][CH:15]=[CH:14][CH:13]=3)[C:8]([CH2:7][C:6]3[CH:5]=[CH:4][C:3]([OH:2])=[CH:25][CH:24]=3)=[N:9][N:10]=2)[CH:19]=[CH:20][CH:21]=[CH:22][CH:23]=1. The catalyst class is: 801.